From a dataset of Forward reaction prediction with 1.9M reactions from USPTO patents (1976-2016). Predict the product of the given reaction. Given the reactants [Mg].BrCC.II.Cl[CH:8]1[CH2:13][CH2:12][N:11]([CH3:14])[CH2:10][CH2:9]1.[C:15]([O:19][C:20](=[O:32])[NH:21][C@H:22]([C:24]1[CH:29]=[CH:28][C:27]([CH:30]=[O:31])=[CH:26][CH:25]=1)[CH3:23])([CH3:18])([CH3:17])[CH3:16].[Cl-].[NH4+], predict the reaction product. The product is: [C:15]([O:19][C:20](=[O:32])[NH:21][C@H:22]([C:24]1[CH:25]=[CH:26][C:27]([CH:30]([OH:31])[CH:8]2[CH2:13][CH2:12][N:11]([CH3:14])[CH2:10][CH2:9]2)=[CH:28][CH:29]=1)[CH3:23])([CH3:16])([CH3:17])[CH3:18].